From a dataset of NCI-60 drug combinations with 297,098 pairs across 59 cell lines. Regression. Given two drug SMILES strings and cell line genomic features, predict the synergy score measuring deviation from expected non-interaction effect. (1) Drug 1: C1=CC(=CC=C1CC(C(=O)O)N)N(CCCl)CCCl.Cl. Drug 2: CNC(=O)C1=NC=CC(=C1)OC2=CC=C(C=C2)NC(=O)NC3=CC(=C(C=C3)Cl)C(F)(F)F. Cell line: T-47D. Synergy scores: CSS=28.6, Synergy_ZIP=-3.46, Synergy_Bliss=-0.921, Synergy_Loewe=-6.80, Synergy_HSA=-1.89. (2) Drug 1: CC12CCC(CC1=CCC3C2CCC4(C3CC=C4C5=CN=CC=C5)C)O. Drug 2: C1CCC(C1)C(CC#N)N2C=C(C=N2)C3=C4C=CNC4=NC=N3. Cell line: MDA-MB-231. Synergy scores: CSS=15.7, Synergy_ZIP=-2.44, Synergy_Bliss=7.10, Synergy_Loewe=7.68, Synergy_HSA=7.39. (3) Drug 1: CCC1(CC2CC(C3=C(CCN(C2)C1)C4=CC=CC=C4N3)(C5=C(C=C6C(=C5)C78CCN9C7C(C=CC9)(C(C(C8N6C=O)(C(=O)OC)O)OC(=O)C)CC)OC)C(=O)OC)O.OS(=O)(=O)O. Drug 2: CC(C)(C#N)C1=CC(=CC(=C1)CN2C=NC=N2)C(C)(C)C#N. Cell line: HT29. Synergy scores: CSS=42.3, Synergy_ZIP=-0.823, Synergy_Bliss=-6.74, Synergy_Loewe=-21.6, Synergy_HSA=-5.98. (4) Drug 1: CC1=C(C(=CC=C1)Cl)NC(=O)C2=CN=C(S2)NC3=CC(=NC(=N3)C)N4CCN(CC4)CCO. Drug 2: CN1C=C(C=N1)C2=C3N=C(C(=C(N3N=C2)N)Br)C4CCCNC4. Cell line: T-47D. Synergy scores: CSS=18.9, Synergy_ZIP=6.48, Synergy_Bliss=8.93, Synergy_Loewe=-1.20, Synergy_HSA=3.93. (5) Drug 1: C1CCC(CC1)NC(=O)N(CCCl)N=O. Drug 2: C1=NC2=C(N1)C(=S)N=CN2. Cell line: CCRF-CEM. Synergy scores: CSS=57.4, Synergy_ZIP=-5.14, Synergy_Bliss=-7.44, Synergy_Loewe=-17.4, Synergy_HSA=-4.58.